The task is: Predict the reaction yield, written as a fraction of the theoretical maximum amount of product (1.0 means a 100% yield; for example, 0.34 means a 34% yield).. This data is from Reaction yield outcomes from USPTO patents with 853,638 reactions. The reactants are C(=O)([O-])[O-].[K+].[K+].[CH3:7][N:8]([C:25]1[CH:30]=[CH:29][CH:28]=[CH:27][CH:26]=1)[C:9]1[N:14]=[C:13]([NH2:15])[N:12]=[C:11]([C:16]2[N:20]=[C:19](C(Cl)(Cl)Cl)[O:18][N:17]=2)[N:10]=1.Cl.[CH:32]1([CH2:35][O:36][CH2:37][CH:38]2[CH2:43][CH2:42][NH:41][CH2:40][CH2:39]2)[CH2:34][CH2:33]1. The catalyst is CN(C=O)C. The product is [CH:32]1([CH2:35][O:36][CH2:37][CH:38]2[CH2:43][CH2:42][N:41]([C:19]3[O:18][N:17]=[C:16]([C:11]4[N:10]=[C:9]([N:8]([CH3:7])[C:25]5[CH:30]=[CH:29][CH:28]=[CH:27][CH:26]=5)[N:14]=[C:13]([NH2:15])[N:12]=4)[N:20]=3)[CH2:40][CH2:39]2)[CH2:33][CH2:34]1. The yield is 0.160.